This data is from Full USPTO retrosynthesis dataset with 1.9M reactions from patents (1976-2016). The task is: Predict the reactants needed to synthesize the given product. (1) Given the product [CH3:5][N:4]1[C:6]2[CH:15]=[CH:14][CH:13]=[C:12]([C:17]([O:19][CH3:20])=[O:18])[C:11]=2[CH:16]=[N:8]1.[CH3:3][N:9]1[CH:10]=[C:11]2[C:16]([CH:15]=[CH:14][CH:13]=[C:12]2[C:17]([O:19][CH3:20])=[O:18])=[N:8]1, predict the reactants needed to synthesize it. The reactants are: [H-].[Na+].[CH3:3][N:4]([CH:6]=O)[CH3:5].[NH:8]1[C:16]2[CH:15]=[CH:14][CH:13]=[C:12]([C:17]([O:19][CH3:20])=[O:18])[C:11]=2[CH:10]=[N:9]1.CI. (2) Given the product [C:20]1([N:26]([C:27]2[CH:32]=[CH:31][CH:30]=[CH:29][CH:28]=2)[CH2:33][C:34]([N:11]2[CH2:12][CH2:13][N:8]([CH:7]([C:1]3[CH:6]=[CH:5][CH:4]=[CH:3][CH:2]=3)[C:14]3[CH:15]=[CH:16][N:17]=[CH:18][CH:19]=3)[CH2:9][CH2:10]2)=[O:35])[CH:21]=[CH:22][CH:23]=[CH:24][CH:25]=1, predict the reactants needed to synthesize it. The reactants are: [C:1]1([CH:7]([C:14]2[CH:19]=[CH:18][N:17]=[CH:16][CH:15]=2)[N:8]2[CH2:13][CH2:12][NH:11][CH2:10][CH2:9]2)[CH:6]=[CH:5][CH:4]=[CH:3][CH:2]=1.[C:20]1([N:26]([CH2:33][C:34](O)=[O:35])[C:27]2[CH:32]=[CH:31][CH:30]=[CH:29][CH:28]=2)[CH:25]=[CH:24][CH:23]=[CH:22][CH:21]=1.C(Cl)CCl. (3) Given the product [O:23]1[CH:24]=[CH:25][CH:26]=[C:22]1[CH2:21][NH:20][C:12]1[C:13]2[C:18]([CH3:19])=[N:17][CH:16]=[N:15][C:14]=2[N:9]([OH:8])[C:10](=[O:27])[CH:11]=1, predict the reactants needed to synthesize it. The reactants are: C([O:8][N:9]1[C:14]2[N:15]=[CH:16][N:17]=[C:18]([CH3:19])[C:13]=2[C:12]([NH:20][CH2:21][C:22]2[O:23][CH:24]=[CH:25][CH:26]=2)=[CH:11][C:10]1=[O:27])C1C=CC=CC=1.[H][H]. (4) Given the product [CH3:30][C:26]1([CH3:31])[CH2:25][CH2:24][C:23]([CH3:32])([CH3:33])[C:22]2[CH:21]=[C:20]([C:18]3[CH:17]=[CH:16][N:15]=[C:14]([N:11]4[CH2:12][CH2:13][CH:8]([NH2:7])[CH2:9][CH2:10]4)[N:19]=3)[CH:29]=[CH:28][C:27]1=2, predict the reactants needed to synthesize it. The reactants are: C(OC(=O)[NH:7][CH:8]1[CH2:13][CH2:12][N:11]([C:14]2[N:19]=[C:18]([C:20]3[CH:29]=[CH:28][C:27]4[C:26]([CH3:31])([CH3:30])[CH2:25][CH2:24][C:23]([CH3:33])([CH3:32])[C:22]=4[CH:21]=3)[CH:17]=[CH:16][N:15]=2)[CH2:10][CH2:9]1)(C)(C)C.Cl. (5) Given the product [F:21][C:19]([F:22])([F:20])[O:18][C:14]1[CH:13]=[C:12]([N:5]2[C:6]3[N:7]=[CH:8][CH:9]=[CH:10][C:11]=3[C:2]3[NH:38][N:39]=[C:24]([CH2:25][C:26]4[CH:31]=[CH:30][CH:29]=[CH:28][C:27]=4[C:32]([F:33])([F:34])[F:35])[C:3]=3[C:40]2=[O:43])[CH:17]=[CH:16][CH:15]=1, predict the reactants needed to synthesize it. The reactants are: O[C:2]1[C:11]2[C:6](=[N:7][CH:8]=[CH:9][CH:10]=2)[N:5]([C:12]2[CH:17]=[CH:16][CH:15]=[C:14]([O:18][C:19]([F:22])([F:21])[F:20])[CH:13]=2)C(=O)[C:3]=1[C:24](=O)[CH2:25][C:26]1[CH:31]=[CH:30][CH:29]=[CH:28][C:27]=1[C:32]([F:35])([F:34])[F:33].O.[NH2:38][NH2:39].[C:40](=[O:43])([O-])O.[Na+].